This data is from Full USPTO retrosynthesis dataset with 1.9M reactions from patents (1976-2016). The task is: Predict the reactants needed to synthesize the given product. (1) Given the product [Cl:26][C:27]([Cl:32])([Cl:31])[C:28]([N:16]1[CH2:17][CH2:18][N:13]([C:4]2[CH:5]=[CH:6][C:7]3[C:12](=[CH:11][CH:10]=[CH:9][CH:8]=3)[C:3]=2[O:2][CH3:1])[CH2:14][CH2:15]1)=[O:29], predict the reactants needed to synthesize it. The reactants are: [CH3:1][O:2][C:3]1[C:12]2[C:7](=[CH:8][CH:9]=[CH:10][CH:11]=2)[CH:6]=[CH:5][C:4]=1[N:13]1[CH2:18][CH2:17][NH:16][CH2:15][CH2:14]1.C(N(CC)CC)C.[Cl:26][C:27]([Cl:32])([Cl:31])[C:28](Cl)=[O:29]. (2) Given the product [F:21][C:22]([F:35])([F:34])[S:23]([O:10][C:11]1[CH2:15][CH2:14][CH2:13][C:12]=1[C:16]([O:18][CH2:19][CH3:20])=[O:17])(=[O:25])=[O:24], predict the reactants needed to synthesize it. The reactants are: C(N(CC)C(C)C)(C)C.[O:10]=[C:11]1[CH2:15][CH2:14][CH2:13][CH:12]1[C:16]([O:18][CH2:19][CH3:20])=[O:17].[F:21][C:22]([F:35])([F:34])[S:23](O[S:23]([C:22]([F:35])([F:34])[F:21])(=[O:25])=[O:24])(=[O:25])=[O:24].O. (3) Given the product [CH3:5][CH:6]1[CH2:14][C:13]2[C:8](=[CH:9][C:10]([N+:1]([O-:4])=[O:2])=[C:11]([NH:15][C:16](=[O:18])[CH3:17])[CH:12]=2)[CH2:7]1, predict the reactants needed to synthesize it. The reactants are: [N+:1]([O-:4])(O)=[O:2].[CH3:5][CH:6]1[CH2:14][C:13]2[C:8](=[CH:9][CH:10]=[C:11]([NH:15][C:16](=[O:18])[CH3:17])[CH:12]=2)[CH2:7]1. (4) Given the product [NH2:1][C:2]1([CH3:17])[C:6]2([CH2:8][CH2:7]2)[CH2:5][N:4]([CH2:10][C:11]2[CH:16]=[CH:15][CH:14]=[CH:13][CH:12]=2)[CH2:3]1, predict the reactants needed to synthesize it. The reactants are: [NH2:1][C:2]1([CH3:17])[C:6]2([CH2:8][CH2:7]2)[C:5](=O)[N:4]([CH2:10][C:11]2[CH:16]=[CH:15][CH:14]=[CH:13][CH:12]=2)[CH2:3]1.[H-].[Al+3].[Li+].[H-].[H-].[H-].O.[OH-].[Na+]. (5) Given the product [ClH:18].[CH3:20][CH:19]([C:13]1[CH:12]=[CH:11][C:10]2[CH2:9][NH:8][CH2:17][CH2:16][C:15]=2[N:14]=1)[CH2:21][CH3:22], predict the reactants needed to synthesize it. The reactants are: C([N:8]1[CH2:17][CH2:16][C:15]2[N:14]=[C:13]([Cl:18])[CH:12]=[CH:11][C:10]=2[CH2:9]1)C1C=CC=CC=1.[CH:19]([Mg]Br)([CH2:21][CH3:22])[CH3:20]. (6) Given the product [O:45]1[C:44]2[CH:48]=[CH:49][C:41]([CH2:40][S:19][C:18]3[N:14]4[C:13]([C:21]5[CH:22]=[CH:23][CH:24]=[CH:25][CH:26]=5)=[C:12]([C:10]([N:9]([C:4]5[CH:5]=[CH:6][C:7]([CH3:8])=[C:2]([Cl:1])[CH:3]=5)[CH3:27])=[O:11])[S:20][C:15]4=[N:16][N:17]=3)=[CH:42][C:43]=2[O:47][CH2:46]1, predict the reactants needed to synthesize it. The reactants are: [Cl:1][C:2]1[CH:3]=[C:4]([N:9]([CH3:27])[C:10]([C:12]2[S:20][C:15]3=[N:16][N:17]=[C:18]([SH:19])[N:14]3[C:13]=2[C:21]2[CH:26]=[CH:25][CH:24]=[CH:23][CH:22]=2)=[O:11])[CH:5]=[CH:6][C:7]=1[CH3:8].CCN(CC)CC.CS(O[CH2:40][C:41]1[CH:49]=[CH:48][C:44]2[O:45][CH2:46][O:47][C:43]=2[CH:42]=1)(=O)=O.